The task is: Predict the product of the given reaction.. This data is from Forward reaction prediction with 1.9M reactions from USPTO patents (1976-2016). (1) Given the reactants [F:1][C:2]1[CH:3]=[C:4]2[C:8](=[CH:9][CH:10]=1)[NH:7][C:6](=[O:11])[CH2:5]2.[CH:12]([C:14]1[NH:15][C:16]([CH3:34])=[C:17]([S:24]([C:27]2[CH:32]=[CH:31][C:30]([CH3:33])=[CH:29][CH:28]=2)(=[O:26])=[O:25])[C:18]=1[CH2:19][CH2:20][C:21]([OH:23])=[O:22])=O.N1CCCCC1, predict the reaction product. The product is: [F:1][C:2]1[CH:3]=[C:4]2[C:8](=[CH:9][CH:10]=1)[NH:7][C:6](=[O:11])/[C:5]/2=[CH:12]\[C:14]1[NH:15][C:16]([CH3:34])=[C:17]([S:24]([C:27]2[CH:28]=[CH:29][C:30]([CH3:33])=[CH:31][CH:32]=2)(=[O:25])=[O:26])[C:18]=1[CH2:19][CH2:20][C:21]([OH:23])=[O:22]. (2) Given the reactants ClC1C=[C:4](C=CC=1)[C:5]([O:7]O)=O.ClCC[N:15]([CH2:41][CH2:42][Cl:43])[C:16]1[CH:17]=[CH:18][C:19]([CH3:40])=[C:20]([CH2:22][C@@H:23]([NH:32][C:33]([O:35][C:36]([CH3:39])([CH3:38])[CH3:37])=[O:34])[CH2:24][C:25]([O:27][C:28]([CH3:31])([CH3:30])[CH3:29])=[O:26])[CH:21]=1.[Cl:44]CCl, predict the reaction product. The product is: [C:36]([O:35][C:33]([NH:32][C@H:23]([CH2:22][C:20]1[CH:21]=[C:16]([N:15]([O:7][CH2:5][CH2:4][Cl:44])[CH2:41][CH2:42][Cl:43])[CH:17]=[CH:18][C:19]=1[CH3:40])[CH2:24][C:25]([O:27][C:28]([CH3:31])([CH3:29])[CH3:30])=[O:26])=[O:34])([CH3:38])([CH3:39])[CH3:37]. (3) Given the reactants [Br:1][C:2]1[CH:3]=[C:4]([CH:19]=[C:20]([Cl:22])[CH:21]=1)[O:5][NH:6][C:7]([NH:9][C:10]([C:13]1[CH:18]=[CH:17][CH:16]=[CH:15][CH:14]=1)([CH3:12])[CH3:11])=[O:8].C(=O)([O-])[O-].[K+].[K+].I[CH2:30][CH3:31].C(OCC)(=O)C, predict the reaction product. The product is: [Br:1][C:2]1[CH:3]=[C:4]([CH:19]=[C:20]([Cl:22])[CH:21]=1)[O:5][N:6]([CH2:30][CH3:31])[C:7]([NH:9][C:10]([C:13]1[CH:18]=[CH:17][CH:16]=[CH:15][CH:14]=1)([CH3:12])[CH3:11])=[O:8]. (4) Given the reactants [CH3:1][O:2][C:3](=[O:44])[C@@H:4]([NH:14][C:15]([C:17]1[N:18]=[C:19]([CH2:38][CH:39]2[CH2:43][CH2:42][CH2:41][CH2:40]2)[C:20]2[C:25]([CH:26]=1)=[CH:24][CH:23]=[C:22]([O:27][C:28]1[CH:33]=[CH:32][C:31]([C:34]([CH3:37])([CH3:36])[CH3:35])=[CH:30][CH:29]=1)[CH:21]=2)=[O:16])[CH2:5][C:6]1[S:7][C:8]([C:11]([CH3:13])=[CH2:12])=[CH:9][CH:10]=1, predict the reaction product. The product is: [C:34]([C:31]1[CH:30]=[CH:29][C:28]([O:27][C:22]2[CH:21]=[C:20]3[C:25]([CH:26]=[C:17]([C:15]([NH:14][C@@H:4]([CH2:5][C:6]4[S:7][C:8]([CH:11]([CH3:12])[CH3:13])=[CH:9][CH:10]=4)[C:3]([OH:44])=[O:2])=[O:16])[N:18]=[C:19]3[CH2:38][CH:39]3[CH2:40][CH2:41][CH2:42][CH2:43]3)=[CH:24][CH:23]=2)=[CH:33][CH:32]=1)([CH3:36])([CH3:35])[CH3:37].[CH3:1][O:2][C:3](=[O:44])[C@@H:4]([NH:14][C:15]([C:17]1[N:18]=[C:19]([CH2:38][CH:39]2[CH2:40][CH2:41][CH2:42][CH2:43]2)[C:20]2[C:25]([CH:26]=1)=[CH:24][CH:23]=[C:22]([O:27][C:28]1[CH:33]=[CH:32][C:31]([C:34]([CH3:37])([CH3:36])[CH3:35])=[CH:30][CH:29]=1)[CH:21]=2)=[O:16])[CH2:5][C:6]1[S:7][C:8]([CH:11]([CH3:13])[CH3:12])=[CH:9][CH:10]=1. (5) Given the reactants [C:1](Br)(=[O:3])[CH3:2].[C:5]([O:22][CH2:23][CH:24]([CH2:45][O:46][Si](C(C)(C)C)(C)C)[O:25][C:26](=[O:44])[CH2:27][CH2:28][CH2:29][CH2:30][CH2:31][CH2:32][CH2:33]/[CH:34]=[CH:35]\[CH2:36]/[CH:37]=[CH:38]\[CH2:39][CH2:40][CH2:41][CH2:42][CH3:43])(=[O:21])[CH2:6][CH2:7][CH2:8][CH2:9][CH2:10][CH2:11][CH2:12][CH2:13][CH2:14][CH2:15][CH2:16][CH2:17][CH2:18][CH2:19][CH3:20], predict the reaction product. The product is: [C:5]([O:22][CH2:23][CH:24]([CH2:45][O:46][C:1](=[O:3])[CH3:2])[O:25][C:26](=[O:44])[CH2:27][CH2:28][CH2:29][CH2:30][CH2:31][CH2:32][CH2:33]/[CH:34]=[CH:35]\[CH2:36]/[CH:37]=[CH:38]\[CH2:39][CH2:40][CH2:41][CH2:42][CH3:43])(=[O:21])[CH2:6][CH2:7][CH2:8][CH2:9][CH2:10][CH2:11][CH2:12][CH2:13][CH2:14][CH2:15][CH2:16][CH2:17][CH2:18][CH2:19][CH3:20].